From a dataset of Forward reaction prediction with 1.9M reactions from USPTO patents (1976-2016). Predict the product of the given reaction. (1) Given the reactants Cl[C:2]1[CH:7]=[CH:6][N:5]=[C:4]2[CH:8]=[C:9]([C:11]3[N:16]=[CH:15][C:14]([CH2:17][N:18]([CH2:26][CH2:27][O:28][CH3:29])[C:19](=[O:25])[O:20][C:21]([CH3:24])([CH3:23])[CH3:22])=[CH:13][CH:12]=3)[S:10][C:3]=12.Cl.[NH2:31][C:32]1[CH:37]=[CH:36][C:35]([OH:38])=[CH:34][N:33]=1.CC(C)([O-])C.[K+], predict the reaction product. The product is: [NH2:31][C:32]1[N:33]=[CH:34][C:35]([O:38][C:2]2[CH:7]=[CH:6][N:5]=[C:4]3[CH:8]=[C:9]([C:11]4[N:16]=[CH:15][C:14]([CH2:17][N:18]([CH2:26][CH2:27][O:28][CH3:29])[C:19](=[O:25])[O:20][C:21]([CH3:24])([CH3:23])[CH3:22])=[CH:13][CH:12]=4)[S:10][C:3]=23)=[CH:36][CH:37]=1. (2) Given the reactants [Cl:1][C:2]1[CH:3]=[CH:4][C:5]2[N:11]3[C:12]([C:15]([F:18])([F:17])[F:16])=[N:13][N:14]=[C:10]3[C@@H:9]([CH2:19][C:20]([O:22]CC)=[O:21])[O:8][C@H:7]([C:25]3[C:26]([O:31][CH3:32])=[N:27][CH:28]=[CH:29][CH:30]=3)[C:6]=2[CH:33]=1.Cl.O, predict the reaction product. The product is: [Cl:1][C:2]1[CH:3]=[CH:4][C:5]2[N:11]3[C:12]([C:15]([F:18])([F:17])[F:16])=[N:13][N:14]=[C:10]3[C@@H:9]([CH2:19][C:20]([OH:22])=[O:21])[O:8][C@H:7]([C:25]3[C:26]([O:31][CH3:32])=[N:27][CH:28]=[CH:29][CH:30]=3)[C:6]=2[CH:33]=1. (3) Given the reactants C([O:8][C:9]1[CH:29]=[CH:28][C:12]([O:13][CH2:14][CH2:15][C:16]2[N:17]=[C:18]([C:22]3[CH:27]=[CH:26][CH:25]=[CH:24][CH:23]=3)[O:19][C:20]=2[CH3:21])=[C:11]([CH2:30][CH2:31][CH3:32])[CH:10]=1)C1C=CC=CC=1.[H][H], predict the reaction product. The product is: [CH2:30]([C:11]1[CH:10]=[C:9]([OH:8])[CH:29]=[CH:28][C:12]=1[O:13][CH2:14][CH2:15][C:16]1[N:17]=[C:18]([C:22]2[CH:27]=[CH:26][C:25]([C:9]3[CH:29]=[CH:28][CH:12]=[CH:11][CH:10]=3)=[CH:24][CH:23]=2)[O:19][C:20]=1[CH3:21])[CH2:31][CH3:32]. (4) Given the reactants [CH2:1]([NH:8][C:9]1[C:10]([NH2:16])=[N:11][C:12]([Cl:15])=[CH:13][CH:14]=1)[C:2]1[CH:7]=[CH:6][CH:5]=[CH:4][CH:3]=1.[C:17](OCC)(OCC)(OCC)[CH3:18].C1(C)C=CC(S(O)(=O)=O)=CC=1, predict the reaction product. The product is: [CH2:1]([N:8]1[C:9]2[C:10](=[N:11][C:12]([Cl:15])=[CH:13][CH:14]=2)[N:16]=[C:17]1[CH3:18])[C:2]1[CH:7]=[CH:6][CH:5]=[CH:4][CH:3]=1. (5) Given the reactants N[C:2]1[N:10]=[CH:9][N:8]=[C:7]2[C:3]=1[N:4]=[C:5]([S:27][C:28]1[CH:36]=[CH:35][C:31]3[O:32][CH2:33][O:34][C:30]=3[CH:29]=1)[N:6]2[CH2:11][CH2:12][CH2:13][CH2:14][CH2:15][N:16]1[C:24](=[O:25])[C:23]2[C:18](=[CH:19][CH:20]=[CH:21][CH:22]=2)[C:17]1=[O:26].N([O-])=[O:38].[Na+], predict the reaction product. The product is: [O:32]1[C:31]2[CH:35]=[CH:36][C:28]([S:27][C:5]3[N:6]([CH2:11][CH2:12][CH2:13][CH2:14][CH2:15][N:16]4[C:17](=[O:26])[C:18]5[C:23](=[CH:22][CH:21]=[CH:20][CH:19]=5)[C:24]4=[O:25])[C:7]4[N:8]=[CH:9][NH:10][C:2](=[O:38])[C:3]=4[N:4]=3)=[CH:29][C:30]=2[O:34][CH2:33]1.